Predict which catalyst facilitates the given reaction. From a dataset of Catalyst prediction with 721,799 reactions and 888 catalyst types from USPTO. (1) Reactant: C(O[BH-](OC(=O)C)OC(=O)C)(=O)C.[Na+].[NH2:15][C:16]1[N:21]=[CH:20][N:19]=[C:18]2[N:22]([C:38]3[CH:45]=[CH:44][C:41]([CH:42]=O)=[CH:40][CH:39]=3)[N:23]=[C:24]([C:25]3[CH:30]=[CH:29][C:28]([O:31][C:32]4[CH:37]=[CH:36][CH:35]=[CH:34][CH:33]=4)=[CH:27][CH:26]=3)[C:17]=12.[CH3:46][N:47]1[CH2:52][CH2:51][NH:50][CH2:49][CH2:48]1.C(O)(=O)C.C(=O)(O)[O-].[Na+]. Product: [CH3:46][N:47]1[CH2:52][CH2:51][N:50]([CH2:42][C:41]2[CH:44]=[CH:45][C:38]([N:22]3[C:18]4=[N:19][CH:20]=[N:21][C:16]([NH2:15])=[C:17]4[C:24]([C:25]4[CH:30]=[CH:29][C:28]([O:31][C:32]5[CH:37]=[CH:36][CH:35]=[CH:34][CH:33]=5)=[CH:27][CH:26]=4)=[N:23]3)=[CH:39][CH:40]=2)[CH2:49][CH2:48]1. The catalyst class is: 701. (2) Reactant: [CH3:1][C:2]1[O:6][C:5]([C:7]2[CH:12]=[CH:11][CH:10]=[CH:9][CH:8]=2)=[N:4][C:3]=1[CH2:13][O:14][C:15]1[CH:36]=[CH:35][C:18]([CH2:19][O:20][C:21]2[CH:26]=[CH:25][C:24]([CH2:27][CH2:28][CH3:29])=[CH:23][C:22]=2[CH2:30][C:31]([O:33]C)=[O:32])=[CH:17][CH:16]=1.O1CCCC1.[OH-].[Na+].Cl. Product: [CH3:1][C:2]1[O:6][C:5]([C:7]2[CH:8]=[CH:9][CH:10]=[CH:11][CH:12]=2)=[N:4][C:3]=1[CH2:13][O:14][C:15]1[CH:36]=[CH:35][C:18]([CH2:19][O:20][C:21]2[CH:26]=[CH:25][C:24]([CH2:27][CH2:28][CH3:29])=[CH:23][C:22]=2[CH2:30][C:31]([OH:33])=[O:32])=[CH:17][CH:16]=1. The catalyst class is: 72.